From a dataset of Catalyst prediction with 721,799 reactions and 888 catalyst types from USPTO. Predict which catalyst facilitates the given reaction. (1) Reactant: C([Mg]Cl)(C)C.Br[C:7]1[CH:23]=[CH:22][C:10]([O:11][CH2:12][CH2:13][CH2:14][O:15][CH:16]2[CH2:21][CH2:20][CH2:19][CH2:18][O:17]2)=[CH:9][C:8]=1[CH3:24].Cl[SiH:26]([CH:30]([CH3:32])[CH3:31])[CH:27]([CH3:29])[CH3:28]. Product: [CH:27]([SiH:26]([CH:30]([CH3:32])[CH3:31])[C:7]1[CH:23]=[CH:22][C:10]([O:11][CH2:12][CH2:13][CH2:14][O:15][CH:16]2[CH2:21][CH2:20][CH2:19][CH2:18][O:17]2)=[CH:9][C:8]=1[CH3:24])([CH3:29])[CH3:28]. The catalyst class is: 1. (2) Reactant: C(N(S(F)(F)[F:7])CC)C.[CH:10]1([N:13]([CH:27]2[CH2:32][CH2:31][N:30]([CH2:33][C:34](O)([CH3:36])[CH3:35])[CH2:29][CH2:28]2)[C:14](=[O:26])[C:15]2[CH:20]=[CH:19][C:18]([C:21]3[O:25][CH:24]=[N:23][CH:22]=3)=[CH:17][CH:16]=2)[CH2:12][CH2:11]1.C([O-])(O)=O.[Na+]. Product: [CH:10]1([N:13]([CH:27]2[CH2:32][CH2:31][N:30]([CH2:33][C:34]([F:7])([CH3:36])[CH3:35])[CH2:29][CH2:28]2)[C:14](=[O:26])[C:15]2[CH:20]=[CH:19][C:18]([C:21]3[O:25][CH:24]=[N:23][CH:22]=3)=[CH:17][CH:16]=2)[CH2:12][CH2:11]1. The catalyst class is: 4.